This data is from Reaction yield outcomes from USPTO patents with 853,638 reactions. The task is: Predict the reaction yield, written as a fraction of the theoretical maximum amount of product (1.0 means a 100% yield; for example, 0.34 means a 34% yield). (1) The reactants are [F:1][C:2]([F:11])([F:10])[C:3]1[CH:4]=[CH:5][C:6](Cl)=[N:7][CH:8]=1.[OH:12][C:13]1[CH:14]=[C:15]([CH2:19][OH:20])[CH:16]=[CH:17][CH:18]=1.C(=O)([O-])[O-].[K+].[K+]. The catalyst is CN(C=O)C. The product is [F:1][C:2]([F:11])([F:10])[C:3]1[CH:4]=[CH:5][C:6]([O:12][C:13]2[CH:14]=[C:15]([CH2:19][OH:20])[CH:16]=[CH:17][CH:18]=2)=[N:7][CH:8]=1. The yield is 1.00. (2) The yield is 0.810. The product is [Br:8][C:6]1[CH:7]=[C:2]([NH:11][C:12]2[N:17]=[CH:16][C:15]([N:18]3[CH2:23][CH2:22][N:21]([C:24]([O:26][C:27]([CH3:30])([CH3:29])[CH3:28])=[O:25])[C@@H:20]([CH3:31])[CH2:19]3)=[CH:14][CH:13]=2)[C:3](=[O:10])[N:4]([CH3:9])[CH:5]=1. No catalyst specified. The reactants are Br[C:2]1[C:3](=[O:10])[N:4]([CH3:9])[CH:5]=[C:6]([Br:8])[CH:7]=1.[NH2:11][C:12]1[N:17]=[CH:16][C:15]([N:18]2[CH2:23][CH2:22][N:21]([C:24]([O:26][C:27]([CH3:30])([CH3:29])[CH3:28])=[O:25])[C@@H:20]([CH3:31])[CH2:19]2)=[CH:14][CH:13]=1. (3) The reactants are [CH2:1]([O:3][P:4]([CH2:9][CH2:10][NH:11][CH2:12][C:13]([CH3:36])=[CH:14][CH2:15][C:16]1[C:17]([O:29][CH2:30][CH2:31][Si:32]([CH3:35])([CH3:34])[CH3:33])=[C:18]2[C:22](=[C:23]([CH3:27])[C:24]=1[O:25][CH3:26])[CH2:21][O:20][C:19]2=[O:28])(=[O:8])[O:5][CH2:6][CH3:7])[CH3:2].[C:37](OC(=O)C)(=[O:39])[CH3:38]. The catalyst is C(O)(=O)C. The product is [CH2:1]([O:3][P:4]([CH2:9][CH2:10][N:11]([C:37](=[O:39])[CH3:38])[CH2:12][C:13]([CH3:36])=[CH:14][CH2:15][C:16]1[C:17]([O:29][CH2:30][CH2:31][Si:32]([CH3:33])([CH3:34])[CH3:35])=[C:18]2[C:22](=[C:23]([CH3:27])[C:24]=1[O:25][CH3:26])[CH2:21][O:20][C:19]2=[O:28])(=[O:8])[O:5][CH2:6][CH3:7])[CH3:2]. The yield is 0.810. (4) The reactants are [OH:1][CH:2]1[O:6][C@H:5]2[CH2:7][C:8]([CH:10]=[O:11])=[CH:9][C@H:4]2[CH2:3]1.C[N+]1([O-])CCOCC1. The catalyst is C(Cl)Cl.[Ru]([O-])(=O)(=O)=O.C([N+](CCC)(CCC)CCC)CC. The product is [O:1]=[C:2]1[O:6][C@H:5]2[CH2:7][C:8]([CH:10]=[O:11])=[CH:9][C@H:4]2[CH2:3]1. The yield is 0.700. (5) The reactants are [CH:1]([N:4]1[C:12]2[C:7](=[CH:8][CH:9]=[CH:10][CH:11]=2)[C:6]([C:13]([O:15]C)=[O:14])=[CH:5]1)([CH3:3])[CH3:2].[OH-].[Na+].Cl. The catalyst is C1COCC1. The product is [CH:1]([N:4]1[C:12]2[C:7](=[CH:8][CH:9]=[CH:10][CH:11]=2)[C:6]([C:13]([OH:15])=[O:14])=[CH:5]1)([CH3:3])[CH3:2]. The yield is 0.900. (6) The reactants are [OH:1][N:2]1[C:6](=[O:7])[C:5]2=[CH:8][CH:9]=[CH:10][CH:11]=[C:4]2[C:3]1=[O:12].CN(C=O)C.Br[CH2:19][CH2:20][Cl:21]. No catalyst specified. The product is [Cl:21][CH2:20][CH2:19][O:1][N:2]1[C:3](=[O:12])[C:4]2[C:5](=[CH:8][CH:9]=[CH:10][CH:11]=2)[C:6]1=[O:7]. The yield is 0.970.